This data is from Reaction yield outcomes from USPTO patents with 853,638 reactions. The task is: Predict the reaction yield, written as a fraction of the theoretical maximum amount of product (1.0 means a 100% yield; for example, 0.34 means a 34% yield). (1) The reactants are [Br:1][C:2]1[CH:11]=[CH:10][C:5]([C:6]([O:8]C)=O)=[C:4]([S:12]([CH3:15])(=[O:14])=[O:13])[CH:3]=1.[H-].[Na+].O. The catalyst is C1COCC1. The product is [Br:1][C:2]1[CH:11]=[CH:10][C:5]2[C:6](=[O:8])[CH2:15][S:12](=[O:14])(=[O:13])[C:4]=2[CH:3]=1. The yield is 1.00. (2) The reactants are [N:1]([CH2:4][CH2:5][NH:6][C:7](=[O:21])[CH2:8][CH2:9][CH2:10][CH2:11][CH2:12][CH2:13][CH2:14][CH2:15][CH2:16][CH2:17]CCC)=[N+:2]=[N-:3].N([CH2:25][CH2:26]N)=[N+]=[N-].C(N(CC)CC)C. The catalyst is ClCCl. The product is [N:1]([CH2:4][CH2:5][NH:6][C:7]([C:8]1[CH:9]=[CH:10][C:11]([C:12]2[CH:13]=[CH:14][CH:15]=[CH:16][CH:17]=2)=[CH:26][CH:25]=1)=[O:21])=[N+:2]=[N-:3]. The yield is 0.850. (3) The reactants are P(Cl)(Cl)(Cl)=O.[OH:6][C:7]1[N:8]=[C:9]2[CH:17]=[C:16]([O:18][CH2:19][C:20]3[S:21][CH:22]=[C:23]([CH:25]([CH3:27])[CH3:26])[N:24]=3)[CH:15]=[CH:14][N:10]2[C:11](=[O:13])[CH:12]=1.[C:28](=O)([O-])[OH:29].[Na+]. The catalyst is CN(C)C=O. The product is [OH:6][C:7]1[N:8]=[C:9]2[CH:17]=[C:16]([O:18][CH2:19][C:20]3[S:21][CH:22]=[C:23]([CH:25]([CH3:27])[CH3:26])[N:24]=3)[CH:15]=[CH:14][N:10]2[C:11](=[O:13])[C:12]=1[CH:28]=[O:29]. The yield is 0.140. (4) The reactants are [C:1]([O:10]C)(=O)[C:2]1[C:3](=[CH:5][CH:6]=[CH:7][CH:8]=1)[SH:4].[C:12]([C:14]1[N:19]=[C:18]([C:20]([NH2:22])=[O:21])[CH:17]=[CH:16][CH:15]=1)#[N:13].C(N(CC)CC)C. The catalyst is C1(C)C=CC=CC=1. The product is [O:10]=[C:1]1[C:2]2[CH:8]=[CH:7][CH:6]=[CH:5][C:3]=2[S:4][C:12]([C:14]2[N:19]=[C:18]([C:20]([NH2:22])=[O:21])[CH:17]=[CH:16][CH:15]=2)=[N:13]1. The yield is 0.700.